From a dataset of Forward reaction prediction with 1.9M reactions from USPTO patents (1976-2016). Predict the product of the given reaction. (1) Given the reactants F[P-](F)(F)(F)(F)F.N1(OC(N(C)C)=[N+](C)C)C2C=CC=CC=2N=N1.[F:25][C:26]1[CH:34]=[CH:33][C:32]([CH2:35][C:36]2[C:45]3[C:40](=[CH:41][CH:42]=[CH:43][CH:44]=3)[C:39](=[O:46])[NH:38][N:37]=2)=[CH:31][C:27]=1[C:28](O)=[O:29].[CH3:47][O:48][CH:49]1[CH2:54][CH2:53][NH:52][CH2:51][CH2:50]1.C(N(CC)CC)C, predict the reaction product. The product is: [F:25][C:26]1[CH:34]=[CH:33][C:32]([CH2:35][C:36]2[C:45]3[C:40](=[CH:41][CH:42]=[CH:43][CH:44]=3)[C:39](=[O:46])[NH:38][N:37]=2)=[CH:31][C:27]=1[C:28]([N:52]1[CH2:53][CH2:54][CH:49]([O:48][CH3:47])[CH2:50][CH2:51]1)=[O:29]. (2) Given the reactants [NH2:1][C@@H:2]1[CH2:9][C@H:5]2[O:6][CH2:7][CH2:8][C@@:4]2([C:10]([N:12]2[CH2:17][C:16]3[CH:18]=[C:19]([C:22]([F:25])([F:24])[F:23])[CH:20]=[CH:21][C:15]=3[O:14][CH2:13]2)=[O:11])[CH2:3]1.[CH3:26][O:27][C@H:28]1[C:33](=O)[CH2:32][CH2:31][O:30][CH2:29]1, predict the reaction product. The product is: [CH3:26][O:27][C@H:28]1[C@@H:33]([NH:1][C@@H:2]2[CH2:9][C@H:5]3[O:6][CH2:7][CH2:8][C@@:4]3([C:10]([N:12]3[CH2:17][C:16]4[CH:18]=[C:19]([C:22]([F:25])([F:24])[F:23])[CH:20]=[CH:21][C:15]=4[O:14][CH2:13]3)=[O:11])[CH2:3]2)[CH2:32][CH2:31][O:30][CH2:29]1. (3) Given the reactants [CH3:1][C:2]1[CH:7]=[CH:6][C:5]([S:8]([O:11][CH2:12][C@@H:13]2[O:18][C:17]3[C:19]([CH:26]=O)=[C:20]([N+:23]([O-:25])=O)[CH:21]=[CH:22][C:16]=3[O:15][CH2:14]2)(=[O:10])=[O:9])=[CH:4][CH:3]=1.O.O.O.C([O-])(=O)C.[Na+], predict the reaction product. The product is: [CH3:1][C:2]1[CH:3]=[CH:4][C:5]([S:8]([O:11][CH2:12][CH:13]2[O:18][C:17]3[C:19]4=[CH:26][O:25][N:23]=[C:20]4[CH:21]=[CH:22][C:16]=3[O:15][CH2:14]2)(=[O:9])=[O:10])=[CH:6][CH:7]=1. (4) The product is: [N:24]1([C:22]2[N:23]=[C:18]([N:7]3[C:8]4[CH:9]=[CH:10][CH:11]=[CH:12][C:13]=4[C:14]4[CH2:1][N:2]5[CH2:3][CH2:4][CH:5]([C:6]3=4)[CH2:15][CH2:16]5)[CH:19]=[CH:20][CH:21]=2)[CH2:25][CH2:26][O:27][CH2:28][CH2:29]1. Given the reactants [CH2:1]1[C:14]2[C:13]3[CH:12]=[CH:11][CH:10]=[CH:9][C:8]=3[NH:7][C:6]=2[CH:5]2[CH2:15][CH2:16][N:2]1[CH2:3][CH2:4]2.Br[C:18]1[N:23]=[C:22]([N:24]2[CH2:29][CH2:28][O:27][CH2:26][CH2:25]2)[CH:21]=[CH:20][CH:19]=1, predict the reaction product.